Dataset: Catalyst prediction with 721,799 reactions and 888 catalyst types from USPTO. Task: Predict which catalyst facilitates the given reaction. (1) Reactant: [C:1]([O:5][C:6]([NH:8][CH2:9][C:10]1[N:11]([CH2:36][CH:37]([CH3:39])[CH3:38])[C:12](=[O:35])[C:13]2[C:18]([C:19]=1[C:20]1[CH:25]=[CH:24][CH:23]=[CH:22][CH:21]=1)=[CH:17][C:16]([C:26]1[S:27][C:28]([C:32]([OH:34])=O)=[C:29]([CH3:31])[N:30]=1)=[CH:15][CH:14]=2)=[O:7])([CH3:4])([CH3:3])[CH3:2].Cl.C([N:43]=C=NCCCN(C)C)C.[NH4+].ON1C2C=CC=CC=2N=N1.O. Product: [NH2:43][C:32]([C:28]1[S:27][C:26]([C:16]2[CH:17]=[C:18]3[C:13](=[CH:14][CH:15]=2)[C:12](=[O:35])[N:11]([CH2:36][CH:37]([CH3:38])[CH3:39])[C:10]([CH2:9][NH:8][C:6](=[O:7])[O:5][C:1]([CH3:3])([CH3:2])[CH3:4])=[C:19]3[C:20]2[CH:21]=[CH:22][CH:23]=[CH:24][CH:25]=2)=[N:30][C:29]=1[CH3:31])=[O:34]. The catalyst class is: 9. (2) Reactant: [OH-].[NH4+].C[O:4][C:5](=O)[CH2:6][CH2:7][CH:8]1[CH2:13][CH2:12][N:11]([C:14]([O:16][C:17]([CH3:20])([CH3:19])[CH3:18])=[O:15])[CH2:10][CH2:9]1.C([N:29]1CCC(CO)CC1)(OC(C)(C)C)=O. Product: [NH2:29][C:5](=[O:4])[CH2:6][CH2:7][CH:8]1[CH2:13][CH2:12][N:11]([C:14]([O:16][C:17]([CH3:20])([CH3:19])[CH3:18])=[O:15])[CH2:10][CH2:9]1. The catalyst class is: 5. (3) Reactant: [N+:1]([C:4]1[C:17]2[C:8](=[N:9][C:10]3[C:15]([C:16]=2[NH2:18])=[CH:14][CH:13]=[CH:12][CH:11]=3)[CH:7]=[CH:6][CH:5]=1)([O-])=O.C(OCC)(=O)C.C([O-])=O.[NH4+]. Product: [NH2:1][C:4]1[C:17]2[C:8](=[N:9][C:10]3[C:15]([C:16]=2[NH2:18])=[CH:14][CH:13]=[CH:12][CH:11]=3)[CH:7]=[CH:6][CH:5]=1. The catalyst class is: 5. (4) Reactant: [C:1]([C:3]([C:6]1[CH:13]=[CH:12][C:9]([C:10]#[N:11])=[CH:8][CH:7]=1)([CH3:5])[CH3:4])#[N:2].COCCO[AlH2-]OCCOC.[Na+]. Product: [NH2:11][CH2:10][C:9]1[CH:12]=[CH:13][C:6]([C:3]([CH3:5])([CH3:4])[C:1]#[N:2])=[CH:7][CH:8]=1. The catalyst class is: 1. (5) Reactant: [C:1]([O-])([O-])=O.[K+].[K+].[C:7]([O:11][C:12]([N:14]1[CH2:19][CH2:18][C:17]([CH:21]=O)([CH3:20])[CH2:16][CH2:15]1)=[O:13])([CH3:10])([CH3:9])[CH3:8].[N+](=C(P(=O)(OC)OC)C(=O)C)=[N-]. Product: [C:7]([O:11][C:12]([N:14]1[CH2:19][CH2:18][C:17]([C:21]#[CH:1])([CH3:20])[CH2:16][CH2:15]1)=[O:13])([CH3:10])([CH3:9])[CH3:8]. The catalyst class is: 5. (6) Reactant: [NH2:1][C:2]1[CH:33]=[CH:32][C:31]([Cl:34])=[CH:30][C:3]=1[C:4]([N:6]([CH2:19][C:20]1[CH:25]=[CH:24][C:23]([C:26]([CH3:29])([CH3:28])[CH3:27])=[CH:22][CH:21]=1)[CH2:7][CH2:8][C:9]1[CH:14]=[CH:13][CH:12]=[C:11]([C:15]([F:18])([F:17])[F:16])[CH:10]=1)=[O:5].Br[CH2:36][C:37]#[N:38].[Na].[H][H]. Product: [C:26]([C:23]1[CH:24]=[CH:25][C:20]([CH2:19][N:6]([CH2:7][CH2:8][C:9]2[CH:14]=[CH:13][CH:12]=[C:11]([C:15]([F:16])([F:17])[F:18])[CH:10]=2)[C:4](=[O:5])[C:3]2[CH:30]=[C:31]([Cl:34])[CH:32]=[CH:33][C:2]=2[NH:1][CH2:36][C:37]#[N:38])=[CH:21][CH:22]=1)([CH3:29])([CH3:28])[CH3:27]. The catalyst class is: 8. (7) Reactant: Cl[C:2]([O:4][CH3:5])=[O:3].[C:6]1([S:12]([N:15]2[CH:26]=[CH:25][C:24]3[C:16]2=[N:17][CH:18]=[C:19]2[C:23]=3[N:22]([C@H:27]3[CH2:31][CH2:30][C@H:29]([NH2:32])[CH2:28]3)[N:21]=[N:20]2)(=[O:14])=[O:13])[CH:11]=[CH:10][CH:9]=[CH:8][CH:7]=1.C(N(C(C)C)CC)(C)C. Product: [CH3:5][O:4][C:2](=[O:3])[NH:32][C@H:29]1[CH2:30][CH2:31][C@H:27]([N:22]2[C:23]3[C:19](=[CH:18][N:17]=[C:16]4[C:24]=3[CH:25]=[CH:26][N:15]4[S:12]([C:6]3[CH:11]=[CH:10][CH:9]=[CH:8][CH:7]=3)(=[O:14])=[O:13])[N:20]=[N:21]2)[CH2:28]1. The catalyst class is: 2.